The task is: Predict the product of the given reaction.. This data is from Forward reaction prediction with 1.9M reactions from USPTO patents (1976-2016). (1) The product is: [Cl:1][C:2]1[CH:3]=[CH:4][C:5]([CH:8]2[C:12]3[N:13]([CH3:19])[N:14]=[C:15]([CH:16]4[CH2:17][CH2:18]4)[C:11]=3[C:10](=[O:20])[N:9]2[C:22]2[CH:23]=[C:24]([CH3:32])[C:25]3[N:26]([C:28]([CH3:31])=[N:29][N:30]=3)[N:27]=2)=[CH:6][CH:7]=1. Given the reactants [Cl:1][C:2]1[CH:7]=[CH:6][C:5]([CH:8]2[C:12]3[N:13]([CH3:19])[N:14]=[C:15]([CH:16]4[CH2:18][CH2:17]4)[C:11]=3[C:10](=[O:20])[NH:9]2)=[CH:4][CH:3]=1.Cl[C:22]1[CH:23]=[C:24]([CH3:32])[C:25]2[N:26]([C:28]([CH3:31])=[N:29][N:30]=2)[N:27]=1, predict the reaction product. (2) Given the reactants [CH3:1][C:2]1([CH3:10])[CH2:7][CH2:6][C:5](=O)[CH2:4][C:3]1=[O:9].[NH2:11][C:12]1[CH:19]=[CH:18][C:15]([C:16]#[N:17])=[C:14]([C:20]([F:23])([F:22])[F:21])[CH:13]=1.O.C1(C)C=CC(S(O)(=O)=O)=CC=1, predict the reaction product. The product is: [CH3:1][C:2]1([CH3:10])[CH2:7][CH2:6][C:5]([NH:11][C:12]2[CH:19]=[CH:18][C:15]([C:16]#[N:17])=[C:14]([C:20]([F:21])([F:22])[F:23])[CH:13]=2)=[CH:4][C:3]1=[O:9]. (3) Given the reactants [CH3:1][O:2][C:3]1[CH:22]=[CH:21][C:6]([C:7]([NH:9][C@H:10]([C:15]2[CH:20]=[CH:19][CH:18]=[CH:17][CH:16]=2)[CH2:11][N:12]=[N+]=[N-])=[O:8])=[CH:5][CH:4]=1, predict the reaction product. The product is: [CH3:1][O:2][C:3]1[CH:22]=[CH:21][C:6]([C:7]([NH:9][C@H:10]([C:15]2[CH:16]=[CH:17][CH:18]=[CH:19][CH:20]=2)[CH2:11][NH2:12])=[O:8])=[CH:5][CH:4]=1.